Task: Predict the product of the given reaction.. Dataset: Forward reaction prediction with 1.9M reactions from USPTO patents (1976-2016) The product is: [Cl:1][C:2]1[CH:3]=[C:4]([C@@H:8]2[C@@H:13]([C:14]3[CH:15]=[CH:16][C:17]([Cl:20])=[CH:18][CH:19]=3)[N:12]([C@@H:21]([CH2:31][CH3:32])[CH2:22][N:23]([CH3:40])[S:24]([C:27]3([CH3:30])[CH2:28][CH2:29]3)(=[O:26])=[O:25])[C:11](=[O:33])[C@:10]([CH2:35][C:36]([O:38][CH3:39])=[O:37])([CH3:34])[CH2:9]2)[CH:5]=[CH:6][CH:7]=1. Given the reactants [Cl:1][C:2]1[CH:3]=[C:4]([C@@H:8]2[C@@H:13]([C:14]3[CH:19]=[CH:18][C:17]([Cl:20])=[CH:16][CH:15]=3)[N:12]([C@@H:21]([CH2:31][CH3:32])[CH2:22][NH:23][S:24]([C:27]3([CH3:30])[CH2:29][CH2:28]3)(=[O:26])=[O:25])[C:11](=[O:33])[C@:10]([CH2:35][C:36]([O:38][CH3:39])=[O:37])([CH3:34])[CH2:9]2)[CH:5]=[CH:6][CH:7]=1.[CH2:40](P(CCCC)(CCCC)=CC#N)CCC, predict the reaction product.